This data is from Full USPTO retrosynthesis dataset with 1.9M reactions from patents (1976-2016). The task is: Predict the reactants needed to synthesize the given product. (1) Given the product [CH2:1]([O:8][C:9]1[CH:10]=[CH:11][C:12]([CH:21]2[CH2:22][O:25]2)=[C:13]2[C:18]=1[NH:17][C:16](=[O:19])[C:15]([CH3:20])=[CH:14]2)[C:2]1[CH:3]=[CH:4][CH:5]=[CH:6][CH:7]=1, predict the reactants needed to synthesize it. The reactants are: [CH2:1]([O:8][C:9]1[CH:10]=[CH:11][C:12]([CH:21]=[CH2:22])=[C:13]2[C:18]=1[NH:17][C:16](=[O:19])[C:15]([CH3:20])=[CH:14]2)[C:2]1[CH:7]=[CH:6][CH:5]=[CH:4][CH:3]=1.CC1(C)O[O:25]1. (2) Given the product [CH3:1][N:2]([CH3:29])[C:3]1[CH:4]=[C:5]([CH:26]=[CH:27][CH:28]=1)[C:6]([NH:8][C:9]1[CH:10]=[CH:11][C:12]([CH3:25])=[C:13]([NH:15][C:16](=[O:24])[C:17]2[CH:22]=[CH:21][CH:20]=[CH:19][C:18]=2[NH:39][CH2:38][CH2:37][CH2:36][N:33]2[CH2:34][CH2:35][O:30][CH2:31][CH2:32]2)[CH:14]=1)=[O:7], predict the reactants needed to synthesize it. The reactants are: [CH3:1][N:2]([CH3:29])[C:3]1[CH:4]=[C:5]([CH:26]=[CH:27][CH:28]=1)[C:6]([NH:8][C:9]1[CH:10]=[CH:11][C:12]([CH3:25])=[C:13]([NH:15][C:16](=[O:24])[C:17]2[CH:22]=[CH:21][CH:20]=[CH:19][C:18]=2F)[CH:14]=1)=[O:7].[O:30]1[CH2:35][CH2:34][N:33]([CH2:36][CH2:37][CH2:38][NH2:39])[CH2:32][CH2:31]1.